From a dataset of HIV replication inhibition screening data with 41,000+ compounds from the AIDS Antiviral Screen. Binary Classification. Given a drug SMILES string, predict its activity (active/inactive) in a high-throughput screening assay against a specified biological target. (1) The molecule is CCC(CCCN)Nc1cc(OC)cc2c(C)ccnc12.O=P(O)(O)O. The result is 0 (inactive). (2) The drug is CCOC(=O)NP(=O)(N1CC1(C)C)N1CC1(C)C. The result is 0 (inactive). (3) The drug is COc1ccc(CCN2C(=O)CCC3=C2CCCC3=O)cc1OC. The result is 0 (inactive). (4) The compound is C=CCN(CC=C)Cn1c(=S)sc2ccccc21. The result is 0 (inactive). (5) The drug is CCN(CC)Cc1cc(Nc2c3ccccc3nc3c4ccccc4n(C)c23)cc(CN(CC)CC)c1O.Cl. The result is 0 (inactive). (6) The molecule is COc1ccc(CC2C(=O)NC(=O)NC2=O)cc1OC. The result is 0 (inactive).